This data is from NCI-60 drug combinations with 297,098 pairs across 59 cell lines. The task is: Regression. Given two drug SMILES strings and cell line genomic features, predict the synergy score measuring deviation from expected non-interaction effect. (1) Drug 1: C1=CC(=CC=C1CC(C(=O)O)N)N(CCCl)CCCl.Cl. Drug 2: C1CN1P(=S)(N2CC2)N3CC3. Cell line: NCI-H460. Synergy scores: CSS=39.3, Synergy_ZIP=-5.50, Synergy_Bliss=-4.79, Synergy_Loewe=-13.2, Synergy_HSA=-3.50. (2) Drug 1: CN1CCC(CC1)COC2=C(C=C3C(=C2)N=CN=C3NC4=C(C=C(C=C4)Br)F)OC. Drug 2: CCN(CC)CCCC(C)NC1=C2C=C(C=CC2=NC3=C1C=CC(=C3)Cl)OC. Cell line: NCI-H460. Synergy scores: CSS=22.0, Synergy_ZIP=14.0, Synergy_Bliss=13.3, Synergy_Loewe=14.8, Synergy_HSA=14.2.